From a dataset of Full USPTO retrosynthesis dataset with 1.9M reactions from patents (1976-2016). Predict the reactants needed to synthesize the given product. (1) The reactants are: [OH:1][CH:2]([C:6]1[O:10][N:9]=[C:8]([C:11]([O:13][CH2:14][CH3:15])=[O:12])[C:7]=1[CH3:16])[CH2:3][CH:4]=[CH2:5].[CH:17](=O)[CH3:18].[Si](OS(C(F)(F)F)(=O)=O)(C)(C)C.[Cl-].[NH4+]. Given the product [CH3:16][C:7]1[C:8]([C:11]([O:13][CH2:14][CH3:15])=[O:12])=[N:9][O:10][C:6]=1[CH:2]1[CH2:3][CH:4]=[CH:5][CH:17]([CH3:18])[O:1]1, predict the reactants needed to synthesize it. (2) Given the product [C:14]1([C@@H:13]2[NH:3][CH:4]([C:7]([OH:9])=[O:8])[CH2:5][S:6]2)[CH:19]=[CH:18][CH:17]=[CH:16][CH:15]=1, predict the reactants needed to synthesize it. The reactants are: O.Cl.[NH2:3][C@H:4]([C:7]([OH:9])=[O:8])[CH2:5][SH:6].CCO.[CH:13](=O)[C:14]1[CH:19]=[CH:18][CH:17]=[CH:16][CH:15]=1.O.CCO. (3) Given the product [F:1][C:2]1[CH:7]=[CH:6][C:5]([NH:8][C:9]2[N:14]3[N:15]=[CH:16][C:17]([C:18]([NH:41][S:38]([CH:35]4[CH2:37][CH2:36]4)(=[O:40])=[O:39])=[O:20])=[C:13]3[N:12]=[CH:11][C:10]=2[C:21]([N:23]2[CH2:24][CH2:25][CH:26]([C:29]3[CH:34]=[CH:33][CH:32]=[CH:31][CH:30]=3)[CH2:27][CH2:28]2)=[O:22])=[CH:4][CH:3]=1, predict the reactants needed to synthesize it. The reactants are: [F:1][C:2]1[CH:7]=[CH:6][C:5]([NH:8][C:9]2[N:14]3[N:15]=[CH:16][C:17]([C:18]([OH:20])=O)=[C:13]3[N:12]=[CH:11][C:10]=2[C:21]([N:23]2[CH2:28][CH2:27][CH:26]([C:29]3[CH:34]=[CH:33][CH:32]=[CH:31][CH:30]=3)[CH2:25][CH2:24]2)=[O:22])=[CH:4][CH:3]=1.[CH:35]1([S:38]([NH2:41])(=[O:40])=[O:39])[CH2:37][CH2:36]1. (4) Given the product [Br:14][C:15]1[CH:16]=[C:17]([Cl:24])[C:18]([CH2:22][N:2]2[CH2:3][CH2:4][C:5]3([CH2:10][CH2:9][CH2:8][CH2:7][CH2:6]3)[C:1]2=[O:11])=[C:19]([Cl:21])[CH:20]=1, predict the reactants needed to synthesize it. The reactants are: [C:1]1(=[O:11])[C:5]2([CH2:10][CH2:9][CH2:8][CH2:7][CH2:6]2)[CH2:4][CH2:3][NH:2]1.[H-].[Na+].[Br:14][C:15]1[CH:16]=[C:17]([Cl:24])[C:18]([CH2:22]Br)=[C:19]([Cl:21])[CH:20]=1.Cl.